This data is from Catalyst prediction with 721,799 reactions and 888 catalyst types from USPTO. The task is: Predict which catalyst facilitates the given reaction. (1) The catalyst class is: 158. Product: [CH2:1]([O:8][C:9]1[CH:14]=[CH:13][C:12]([O:15][C:16]2[C:21]([CH3:22])=[CH:20][C:19]([N+:23]([O-:25])=[O:24])=[CH:18][C:17]=2[CH3:26])=[CH:11][C:10]=1[S:27]([Cl:40])(=[O:30])=[O:28])[C:2]1[CH:7]=[CH:6][CH:5]=[CH:4][CH:3]=1. Reactant: [CH2:1]([O:8][C:9]1[CH:14]=[CH:13][C:12]([O:15][C:16]2[C:21]([CH3:22])=[CH:20][C:19]([N+:23]([O-:25])=[O:24])=[CH:18][C:17]=2[CH3:26])=[CH:11][C:10]=1[S:27]([OH:30])(=O)=[O:28])[C:2]1[CH:7]=[CH:6][CH:5]=[CH:4][CH:3]=1.[Cs].CN(C=O)C.C(Cl)(=O)C([Cl:40])=O. (2) Reactant: [NH:1]1[CH2:4][CH:3]([N:5]2[CH:9]=[C:8]([C:10]3[CH:32]=[CH:31][C:13]4[C:14]5[N:18]([CH2:19][CH2:20][O:21][C:12]=4[CH:11]=3)[CH:17]=[C:16]([C:22]3[N:23]([CH:28]([CH3:30])[CH3:29])[N:24]=[C:25]([CH3:27])[N:26]=3)[N:15]=5)[CH:7]=[N:6]2)[CH2:2]1.[C:33]([Si:37]([CH3:43])([CH3:42])[O:38][CH2:39][CH:40]=O)([CH3:36])([CH3:35])[CH3:34].C(O)(=O)C.C(O[BH-](OC(=O)C)OC(=O)C)(=O)C.[Na+]. Product: [C:33]([Si:37]([CH3:43])([CH3:42])[O:38][CH2:39][CH2:40][N:1]1[CH2:2][CH:3]([N:5]2[CH:9]=[C:8]([C:10]3[CH:32]=[CH:31][C:13]4[C:14]5[N:18]([CH2:19][CH2:20][O:21][C:12]=4[CH:11]=3)[CH:17]=[C:16]([C:22]3[N:23]([CH:28]([CH3:30])[CH3:29])[N:24]=[C:25]([CH3:27])[N:26]=3)[N:15]=5)[CH:7]=[N:6]2)[CH2:4]1)([CH3:36])([CH3:35])[CH3:34]. The catalyst class is: 2. (3) Reactant: [F:1][C:2]1[CH:7]=[C:6]([CH2:8][CH2:9][CH2:10][CH2:11]O)[CH:5]=[C:4]([F:13])[C:3]=1[CH:14]([C:18]([O-:20])=[O:19])[C:15]([O-:17])=[O:16].C([N:23]([CH2:26]C)[CH2:24]C)C.CS(Cl)(=O)=O.[CH2:33](NCC)[CH3:34].O1CC[CH2:40][CH2:39]1. Product: [CH3:26][N:23]([CH3:24])[CH2:11][CH2:10][CH2:9][CH2:8][C:6]1[CH:7]=[C:2]([F:1])[C:3]([CH:14]([C:18]([O:20][CH2:39][CH3:40])=[O:19])[C:15]([O:17][CH2:33][CH3:34])=[O:16])=[C:4]([F:13])[CH:5]=1. The catalyst class is: 2. (4) Reactant: [OH:1][C:2]1[CH:3]=[C:4]2[C:9](=[CH:10][CH:11]=1)[CH:8]=[C:7]([CH2:12][CH2:13][NH:14][S:15]([CH3:18])(=[O:17])=[O:16])[CH:6]=[CH:5]2.[C:19]([CH2:21]Br)#[N:20].C(=O)([O-])[O-].[K+].[K+]. Product: [CH3:18][S:15]([NH:14][CH2:13][CH2:12][C:7]1[CH:8]=[C:9]2[C:4](=[CH:5][CH:6]=1)[CH:3]=[C:2]([O:1][CH2:21][C:19]#[N:20])[CH:11]=[CH:10]2)(=[O:17])=[O:16]. The catalyst class is: 21. (5) Reactant: C[C:2]1([CH3:13])[CH2:11][CH:10](N)[C:9]2[C:4](=[CH:5][CH:6]=[CH:7][CH:8]=2)[O:3]1.[C:14]1([CH:24]([CH3:28])C(O)=O)[C:23]2[C:18](=[CH:19][CH:20]=[CH:21][CH:22]=2)[CH:17]=[CH:16][CH:15]=1.CCN=C=NCCCN(C)C.[ClH:40].C1C=CC2N([OH:50])N=NC=2C=1.C([N:53]([CH2:56][CH3:57])[CH2:54]C)C. Product: [Cl:40][C:7]1[CH:8]=[C:9]2[C:4](=[CH:5][CH:6]=1)[O:3][C:2]1([CH2:11][CH2:10][CH2:13]1)[CH2:57][CH:56]2[NH:53][C:54](=[O:50])[CH2:28][CH2:24][C:14]1[C:23]2[C:18](=[CH:19][CH:20]=[CH:21][CH:22]=2)[CH:17]=[CH:16][CH:15]=1. The catalyst class is: 4. (6) Reactant: [CH3:1][N:2]1[C:6]([C:7]2[CH:12]=[CH:11][C:10]([C:13]([F:16])([F:15])[F:14])=[CH:9][CH:8]=2)=[N:5][NH:4][C:3]1=[S:17].Br[CH2:19][CH2:20][CH2:21][Cl:22].C(O)(=O)C. Product: [Cl:22][CH2:21][CH2:20][CH2:19][S:17][C:3]1[N:2]([CH3:1])[C:6]([C:7]2[CH:8]=[CH:9][C:10]([C:13]([F:14])([F:15])[F:16])=[CH:11][CH:12]=2)=[N:5][N:4]=1. The catalyst class is: 8. (7) Reactant: [NH2:1][CH:2]([C:15]1[CH:20]=[CH:19][CH:18]=[CH:17][CH:16]=1)[C:3]([NH:5][C:6]1[CH:7]=[C:8]2[C:12](=[CH:13][CH:14]=1)[CH2:11][CH2:10][CH2:9]2)=[O:4].[CH3:21][O:22][C:23]1[CH:28]=[CH:27][C:26]([N+:29]([O-:31])=[O:30])=[CH:25][C:24]=1[N:32]=[C:33]=[O:34]. Product: [CH2:11]1[C:12]2[C:8](=[CH:7][C:6]([NH:5][C:3](=[O:4])[CH:2]([NH:1][C:33]([NH:32][C:24]3[CH:25]=[C:26]([N+:29]([O-:31])=[O:30])[CH:27]=[CH:28][C:23]=3[O:22][CH3:21])=[O:34])[C:15]3[CH:16]=[CH:17][CH:18]=[CH:19][CH:20]=3)=[CH:14][CH:13]=2)[CH2:9][CH2:10]1. The catalyst class is: 4. (8) Reactant: O=[C:2]([C:8]1[C:25]2[C:26]3[C:31]4[C:10](=[CH:11][CH:12]=[C:13]5[C:30]=4[C:29]4[C:16](=[CH:17][CH:18]=[C:19]6[C:28]=4[C:27]=3[C:22](=[CH:23][CH:24]=2)[CH:21]=[CH:20]6)[CH:15]=[CH:14]5)[CH:9]=1)[CH2:3][CH2:4][C:5]([OH:7])=[O:6].NN.[OH-].[Na+]. Product: [C:8]1([CH2:2][CH2:3][CH2:4][C:5]([OH:7])=[O:6])[C:25]2[C:26]3[C:31]4[C:10](=[CH:11][CH:12]=[C:13]5[C:30]=4[C:29]4[C:16](=[CH:17][CH:18]=[C:19]6[C:28]=4[C:27]=3[C:22](=[CH:23][CH:24]=2)[CH:21]=[CH:20]6)[CH:15]=[CH:14]5)[CH:9]=1. The catalyst class is: 831. (9) Reactant: [CH2:1]([O:8][C:9]1[CH:10]=[C:11]2[C:16](=[CH:17][CH:18]=1)[C:15](=O)[N:14]([CH2:20][CH:21]([CH3:23])[CH3:22])[C:13]([C:24]([O:26]C)=[O:25])=[C:12]2[C:28]1[CH:33]=[CH:32][C:31]([CH3:34])=[CH:30][CH:29]=1)[C:2]1[CH:7]=[CH:6][CH:5]=[CH:4][CH:3]=1.O.[OH-].[Li+].O.Cl. Product: [CH2:1]([O:8][C:9]1[CH:10]=[C:11]2[C:16](=[CH:17][CH:18]=1)[CH2:15][N:14]([CH2:20][CH:21]([CH3:23])[CH3:22])[C:13]([C:24]([OH:26])=[O:25])=[C:12]2[C:28]1[CH:29]=[CH:30][C:31]([CH3:34])=[CH:32][CH:33]=1)[C:2]1[CH:3]=[CH:4][CH:5]=[CH:6][CH:7]=1. The catalyst class is: 5.